This data is from Full USPTO retrosynthesis dataset with 1.9M reactions from patents (1976-2016). The task is: Predict the reactants needed to synthesize the given product. Given the product [CH2:39]([C:27]1([NH:26][C:12](=[O:23])[C:13]2[CH:18]=[C:17]([F:19])[C:16]([F:20])=[C:15]([F:21])[C:14]=2[F:22])[C:32](=[O:33])[N:31]([CH:34]([CH3:36])[CH3:35])[C:30](=[O:37])[NH:29][C:28]1=[O:38])[CH3:40], predict the reactants needed to synthesize it. The reactants are: C(N1C(=O)C(N[C:12](=[O:23])[C:13]2[CH:18]=[C:17]([F:19])[C:16]([F:20])=[C:15]([F:21])[C:14]=2[F:22])(C)C(=O)NC1=O)C.[NH2:26][C:27]1([CH2:39][CH3:40])[C:32](=[O:33])[N:31]([CH:34]([CH3:36])[CH3:35])[C:30](=[O:37])[NH:29][C:28]1=[O:38].